The task is: Regression. Given two drug SMILES strings and cell line genomic features, predict the synergy score measuring deviation from expected non-interaction effect.. This data is from NCI-60 drug combinations with 297,098 pairs across 59 cell lines. (1) Drug 1: C1CCN(CC1)CCOC2=CC=C(C=C2)C(=O)C3=C(SC4=C3C=CC(=C4)O)C5=CC=C(C=C5)O. Drug 2: CC1CCC2CC(C(=CC=CC=CC(CC(C(=O)C(C(C(=CC(C(=O)CC(OC(=O)C3CCCCN3C(=O)C(=O)C1(O2)O)C(C)CC4CCC(C(C4)OC)OCCO)C)C)O)OC)C)C)C)OC. Cell line: MCF7. Synergy scores: CSS=23.9, Synergy_ZIP=2.10, Synergy_Bliss=4.59, Synergy_Loewe=0.334, Synergy_HSA=7.51. (2) Drug 1: CC(CN1CC(=O)NC(=O)C1)N2CC(=O)NC(=O)C2. Drug 2: B(C(CC(C)C)NC(=O)C(CC1=CC=CC=C1)NC(=O)C2=NC=CN=C2)(O)O. Cell line: SF-268. Synergy scores: CSS=8.51, Synergy_ZIP=1.83, Synergy_Bliss=11.0, Synergy_Loewe=6.26, Synergy_HSA=5.54.